Task: Predict the reactants needed to synthesize the given product.. Dataset: Full USPTO retrosynthesis dataset with 1.9M reactions from patents (1976-2016) (1) Given the product [NH2:1][C:2]1[C:11]2[C:6](=[CH:7][CH:8]=[CH:9][C:10]=2[O:12][CH2:13][C@@H:14]([NH:16][C:23](=[O:30])[C:24]2[CH:29]=[CH:28][N:27]=[CH:26][CH:25]=2)[CH3:15])[N:5]=[C:4]([CH3:17])[C:3]=1[C:18]([O:20][CH2:21][CH3:22])=[O:19], predict the reactants needed to synthesize it. The reactants are: [NH2:1][C:2]1[C:11]2[C:6](=[CH:7][CH:8]=[CH:9][C:10]=2[O:12][CH2:13][C@@H:14]([NH2:16])[CH3:15])[N:5]=[C:4]([CH3:17])[C:3]=1[C:18]([O:20][CH2:21][CH3:22])=[O:19].[C:23](O)(=[O:30])[C:24]1[CH:29]=[CH:28][N:27]=[CH:26][CH:25]=1. (2) The reactants are: [F:1][C:2]1[CH:10]=[C:9]2[C:5]([C:6]([C:20]3[CH:21]=[N:22][NH:23][CH:24]=3)=[CH:7][N:8]2[S:11]([C:14]2[CH:19]=[CH:18][CH:17]=[CH:16][CH:15]=2)(=[O:13])=[O:12])=[CH:4][CH:3]=1.C([O-])([O-])=O.[Cs+].[Cs+].CS(O[CH2:36][CH:37]1[CH2:42][CH2:41][N:40]([C:43]([O:45][C:46]([CH3:49])([CH3:48])[CH3:47])=[O:44])[CH2:39][CH2:38]1)(=O)=O.O. Given the product [F:1][C:2]1[CH:10]=[C:9]2[C:5]([C:6]([C:20]3[CH:24]=[N:23][N:22]([CH2:36][CH:37]4[CH2:42][CH2:41][N:40]([C:43]([O:45][C:46]([CH3:47])([CH3:49])[CH3:48])=[O:44])[CH2:39][CH2:38]4)[CH:21]=3)=[CH:7][N:8]2[S:11]([C:14]2[CH:15]=[CH:16][CH:17]=[CH:18][CH:19]=2)(=[O:12])=[O:13])=[CH:4][CH:3]=1, predict the reactants needed to synthesize it. (3) Given the product [CH2:8]([O:10][C:11]([C:13]1[O:17][C:16]([CH2:18][O:19][C:20]2[CH:25]=[CH:24][CH:23]=[CH:22][CH:21]=2)=[N:15][C:14]=1[CH2:26][CH2:27][NH:5][C@H:3]([CH3:4])[C:2]([CH3:7])([CH3:6])[CH3:1])=[O:12])[CH3:9], predict the reactants needed to synthesize it. The reactants are: [CH3:1][C:2]([CH3:7])([CH3:6])[C@H:3]([NH2:5])[CH3:4].[CH2:8]([O:10][C:11]([C:13]1[O:17][C:16]([CH2:18][O:19][C:20]2[CH:25]=[CH:24][CH:23]=[CH:22][CH:21]=2)=[N:15][C:14]=1[CH2:26][CH2:27]OS(C)(=O)=O)=[O:12])[CH3:9]. (4) The reactants are: [NH2:1][C:2]1[CH:3]=[C:4]2[C:9](=[CH:10][CH:11]=1)[C:8](=[O:12])[N:7]([CH2:13][CH:14]([CH3:16])[CH3:15])[C:6]([CH2:17][NH:18][C:19]([O:21][C:22]([CH3:25])([CH3:24])[CH3:23])=[O:20])=[C:5]2[C:26]1[CH:31]=[CH:30][CH:29]=[CH:28][CH:27]=1.[C:32](Cl)(=[O:34])[CH3:33].C(=O)([O-])O.[Na+].O. Given the product [C:32]([NH:1][C:2]1[CH:3]=[C:4]2[C:9](=[CH:10][CH:11]=1)[C:8](=[O:12])[N:7]([CH2:13][CH:14]([CH3:16])[CH3:15])[C:6]([CH2:17][NH:18][C:19]([O:21][C:22]([CH3:25])([CH3:23])[CH3:24])=[O:20])=[C:5]2[C:26]1[CH:27]=[CH:28][CH:29]=[CH:30][CH:31]=1)(=[O:34])[CH3:33], predict the reactants needed to synthesize it. (5) Given the product [CH3:1][O:2][C:3]([C:5]1[CH:17]=[CH:16][C:8]2[NH:9][C:10]([C:12](=[O:31])[NH:29][CH:26]3[CH2:27][CH2:28][N:23]([CH:20]([CH3:22])[CH3:21])[CH2:24][CH2:25]3)=[N:11][C:7]=2[CH:6]=1)=[O:4], predict the reactants needed to synthesize it. The reactants are: [CH3:1][O:2][C:3]([C:5]1[CH:17]=[CH:16][C:8]2[NH:9][C:10]([C:12](Cl)(Cl)Cl)=[N:11][C:7]=2[CH:6]=1)=[O:4].Cl.Cl.[CH:20]([N:23]1[CH2:28][CH2:27][CH:26]([NH2:29])[CH2:25][CH2:24]1)([CH3:22])[CH3:21].C([O-])(O)=[O:31].[Na+]. (6) Given the product [C:1]([O:5][C:6](=[O:18])[NH:7][C:8]1([C:16]#[C:17][C:8]2[CH:16]=[CH:17][C:53]([O:56][CH2:44][CH2:33][CH2:34][CH2:35][CH2:36][CH2:37][CH2:38][CH3:40])=[C:61]([C:60]#[N:62])[CH:9]=2)[CH2:13][O:12][C:11]([CH3:15])([CH3:14])[O:10][CH2:9]1)([CH3:4])([CH3:3])[CH3:2], predict the reactants needed to synthesize it. The reactants are: [C:1]([O:5][C:6](=[O:18])[NH:7][C:8]1([C:16]#[CH:17])[CH2:13][O:12][C:11]([CH3:15])([CH3:14])[O:10][CH2:9]1)([CH3:4])([CH3:3])[CH3:2].C1(P(C2CCCCC2)C2C=CC=CC=2C2[C:37]([CH:38]([CH3:40])C)=[CH:36][C:35](C(C)C)=[CH:34][C:33]=2[CH:44](C)C)CCCCC1.[C:53](=[O:56])([O-])[O-].[Cs+].[Cs+].O.[C:60](#[N:62])[CH3:61]. (7) Given the product [Cl:1][C:2]1[C:7]([N+:8]([O-:10])=[O:9])=[C:6]([NH:21][C@@H:22]([CH3:23])[CH2:24][OH:25])[C:5]([CH3:12])=[C:4]([CH3:13])[N:3]=1, predict the reactants needed to synthesize it. The reactants are: [Cl:1][C:2]1[C:7]([N+:8]([O-:10])=[O:9])=[C:6](Cl)[C:5]([CH3:12])=[C:4]([CH3:13])[N:3]=1.C(N(CC)CC)C.[NH2:21][C@H:22]([CH2:24][OH:25])[CH3:23]. (8) Given the product [ClH:43].[C:15]([O:19][C:20]([CH2:22][NH:23][C@H:24]1[CH2:28][CH2:27][C@@H:26]([N:34]2[CH2:35][CH2:36][CH:31]([CH3:30])[CH2:32][CH2:33]2)[CH2:25]1)=[O:21])([CH3:18])([CH3:17])[CH3:16], predict the reactants needed to synthesize it. The reactants are: C(O[BH-](OC(=O)C)OC(=O)C)(=O)C.[Na+].[C:15]([O:19][C:20]([CH2:22][NH:23][CH:24]1[CH2:28][CH2:27][C:26](=O)[CH2:25]1)=[O:21])([CH3:18])([CH3:17])[CH3:16].[CH3:30][CH:31]1[CH2:36][CH2:35][NH:34][CH2:33][CH2:32]1.C(O)(=O)C.[OH-].[Na+].[ClH:43].C(OCC)C. (9) Given the product [C:1]([CH2:8][N:9]1[CH2:22][CH2:21][CH2:20][N:19]2[CH2:23][CH:24]([CH2:26][C:27]3[CH:28]=[CH:29][C:30]([NH2:33])=[CH:31][CH:32]=3)[CH2:25][N:12]([CH2:13][CH2:14][CH2:15][N:16]([CH2:36][C:37]([OH:39])=[O:38])[CH2:17][CH2:18]2)[CH2:11][CH2:10]1)([OH:3])=[O:2], predict the reactants needed to synthesize it. The reactants are: [C:1]([CH2:8][N:9]1[CH2:22][CH2:21][CH2:20][N:19]2[CH2:23][CH:24]([CH2:26][C:27]3[CH:32]=[CH:31][C:30]([N+:33]([O-])=O)=[CH:29][CH:28]=3)[CH2:25][N:12]([CH2:13][CH2:14][CH2:15][N:16]([CH2:36][C:37]([O:39]C(C)(C)C)=[O:38])[CH2:17][CH2:18]2)[CH2:11][CH2:10]1)([O:3]C(C)(C)C)=[O:2].C(O)(C(F)(F)F)=O. (10) Given the product [CH3:1][C:2]1[C:6]([CH:7]2[CH2:12][CH2:11][CH2:10][CH:9]([OH:13])[CH2:8]2)=[CH:5][N:4]([C:14]2[CH:19]=[CH:18][N:17]=[C:16]3[NH:20][CH:21]=[CH:22][C:15]=23)[N:3]=1, predict the reactants needed to synthesize it. The reactants are: [CH3:1][C:2]1[C:6]([C:7]2[CH2:12][CH2:11][CH2:10][C:9](=[O:13])[CH:8]=2)=[CH:5][N:4]([C:14]2[CH:19]=[CH:18][N:17]=[C:16]3[N:20](COCC[Si](C)(C)C)[CH:21]=[CH:22][C:15]=23)[N:3]=1.CO.[BH4-].[Na+].